Task: Predict the product of the given reaction.. Dataset: Forward reaction prediction with 1.9M reactions from USPTO patents (1976-2016) (1) The product is: [NH2:28][S:25]([C:22]1[CH:23]=[CH:24][C:19]([NH:18][C:14]([C:10]2[CH:9]=[C:8]([N:7]([CH:1]3[CH2:2][CH2:3][CH2:4][CH2:5][CH2:6]3)[CH3:17])[N:13]=[CH:12][N:11]=2)=[O:16])=[C:20]([CH3:29])[CH:21]=1)(=[O:26])=[O:27]. Given the reactants [CH:1]1([N:7]([CH3:17])[C:8]2[N:13]=[CH:12][N:11]=[C:10]([C:14]([OH:16])=O)[CH:9]=2)[CH2:6][CH2:5][CH2:4][CH2:3][CH2:2]1.[NH2:18][C:19]1[CH:24]=[CH:23][C:22]([S:25]([NH2:28])(=[O:27])=[O:26])=[CH:21][C:20]=1[CH3:29], predict the reaction product. (2) Given the reactants [F:1][C:2]([C@H:27]1[CH2:32][CH2:31][C@H:30]([C:33]([O:35]CCCC)=[O:34])[CH2:29][CH2:28]1)([C:4]1[S:5][C:6]([C:9]2[CH:14]=[C:13]([NH:15][C:16]3[N:21]=[C:20]([C:22]([F:25])([F:24])[F:23])[CH:19]=[CH:18][N:17]=3)[CH:12]=[C:11]([CH3:26])[CH:10]=2)=[CH:7][N:8]=1)[CH3:3].[OH-].[Na+].Cl, predict the reaction product. The product is: [F:1][C:2]([C@H:27]1[CH2:32][CH2:31][C@H:30]([C:33]([OH:35])=[O:34])[CH2:29][CH2:28]1)([C:4]1[S:5][C:6]([C:9]2[CH:14]=[C:13]([NH:15][C:16]3[N:21]=[C:20]([C:22]([F:24])([F:25])[F:23])[CH:19]=[CH:18][N:17]=3)[CH:12]=[C:11]([CH3:26])[CH:10]=2)=[CH:7][N:8]=1)[CH3:3]. (3) Given the reactants Br[C:2]1[S:6][C:5]([N:7]2[CH2:12][CH2:11][CH:10]([O:13][C:14]3[CH:19]=[CH:18][CH:17]=[CH:16][C:15]=3[C:20]([F:23])([F:22])[F:21])[CH2:9][CH2:8]2)=[N:4][CH:3]=1.[NH:24]1[CH2:28][CH2:27][CH2:26][C:25]1=[O:29].P([O-])([O-])([O-])=O.[K+].[K+].[K+], predict the reaction product. The product is: [F:21][C:20]([F:23])([F:22])[C:15]1[CH:16]=[CH:17][CH:18]=[CH:19][C:14]=1[O:13][CH:10]1[CH2:11][CH2:12][N:7]([C:5]2[S:6][C:2]([N:24]3[CH2:28][CH2:27][CH2:26][C:25]3=[O:29])=[CH:3][N:4]=2)[CH2:8][CH2:9]1. (4) Given the reactants Cl[C:2]1[CH:11]=[CH:10][N:9]=[C:8]2[C:3]=1[CH:4]=[CH:5][C:6]([CH3:12])=[N:7]2.[CH3:13][O:14][C:15]1[CH:16]=[C:17]([S:23][C:24]2[CH:29]=[CH:28][C:27]([CH3:30])=[CH:26][C:25]=2[NH2:31])[CH:18]=[CH:19][C:20]=1[O:21][CH3:22], predict the reaction product. The product is: [CH3:13][O:14][C:15]1[CH:16]=[C:17]([S:23][C:24]2[CH:29]=[CH:28][C:27]([CH3:30])=[CH:26][C:25]=2[NH:31][C:2]2[C:3]3[C:8](=[N:7][C:6]([CH3:12])=[CH:5][CH:4]=3)[N:9]=[CH:10][CH:11]=2)[CH:18]=[CH:19][C:20]=1[O:21][CH3:22]. (5) Given the reactants [F:1][C:2]([F:34])([CH2:30][CH2:31][CH2:32][CH3:33])[C:3](=[O:29])/[CH:4]=[CH:5]/[C@H:6]1[C@H:10]([O:11]CC2C=CC=CC=2)[CH2:9][C:8](=[O:19])[C@@H:7]1[CH2:20]/[CH:21]=[CH:22]\[CH2:23][CH2:24][CH2:25][C:26]([OH:28])=[O:27], predict the reaction product. The product is: [CH3:33][CH2:32][CH2:31][CH2:30][C:2]([F:34])([F:1])[C@:3]1([OH:29])[O:11][C@@H:10]2[CH2:9][C:8]([C@H:7]([CH2:20][CH2:21][CH2:22][CH2:23][CH2:24][CH2:25][C:26]([OH:28])=[O:27])[C@H:6]2[CH2:5][CH2:4]1)=[O:19]. (6) Given the reactants [CH3:1][N:2]([CH3:28])[CH2:3][CH2:4][NH:5][C:6]([C:8]1[C:21]2[C:12](=[N:13][C:14]3[C:19]([N:20]=2)=[C:18]2[CH:22]=[CH:23][CH:24]=[C:25]([C:26]#[N:27])[C:17]2=[CH:16][CH:15]=3)[CH:11]=[CH:10][CH:9]=1)=[O:7].C(=O)([O-])[O-].[K+].[K+].Cl.[NH2:36][OH:37], predict the reaction product. The product is: [CH3:1][N:2]([CH3:28])[CH2:3][CH2:4][NH:5][C:6]([C:8]1[C:21]2[C:12](=[N:13][C:14]3[C:19]([N:20]=2)=[C:18]2[CH:22]=[CH:23][CH:24]=[C:25]([C:26](=[NH:27])[NH:36][OH:37])[C:17]2=[CH:16][CH:15]=3)[CH:11]=[CH:10][CH:9]=1)=[O:7]. (7) Given the reactants [F:1][C:2]([F:8])([F:7])[C:3]([F:6])([F:5])I.C[Li].[Br-].[Li+].[Br:13][C:14]1[CH:15]=[C:16]([CH:20]=[CH:21][C:22](N(OC)C)=[O:23])[CH:17]=[N:18][CH:19]=1, predict the reaction product. The product is: [Br:13][C:14]1[CH:15]=[C:16]([CH:20]=[CH:21][C:22](=[O:23])[C:3]([F:6])([F:5])[C:2]([F:8])([F:7])[F:1])[CH:17]=[N:18][CH:19]=1. (8) The product is: [CH3:39][C:40]([NH:41][C:12]([C:10]1[CH:9]=[CH:8][C:7]([CH:15]2[CH2:19][CH2:18][O:17][CH2:16]2)=[C:6]([O:5][CH2:4][CH:1]2[CH2:2][CH2:3]2)[N:11]=1)=[O:14])([C:42]1[N:46]=[C:45]([CH3:47])[O:44][N:43]=1)[CH3:48]. Given the reactants [CH:1]1([CH2:4][O:5][C:6]2[N:11]=[C:10]([C:12]([OH:14])=O)[CH:9]=[CH:8][C:7]=2[CH:15]2[CH2:19][CH2:18][O:17][CH2:16]2)[CH2:3][CH2:2]1.C1(COC2N=C(C(O)=O)C=CC=2C2CCCO2)CC1.[CH3:39][C:40]([CH3:48])([C:42]1[N:46]=[C:45]([CH3:47])[O:44][N:43]=1)[NH2:41], predict the reaction product. (9) The product is: [Cl:1][C:2]1[N:7]=[CH:6][C:5]([CH2:8][C:9]2[CH:10]=[C:11]3[C:16](=[C:17]4[CH:22]=[CH:21][CH:36]=[N:37][C:18]=24)[N:15]=[CH:14][N:13]([C@H:23]2[CH2:28][CH2:27][CH2:26][CH2:25][C@@H:24]2[OH:29])[C:12]3=[O:30])=[CH:4][CH:3]=1. Given the reactants [Cl:1][C:2]1[N:7]=[CH:6][C:5]([CH2:8][C:9]2[CH:10]=[C:11]3[C:16](=[C:17]4[CH:22]=[CH:21]N=C[C:18]=24)[N:15]=[CH:14][N:13]([C@H:23]2[CH2:28][CH2:27][CH2:26][CH2:25][C@@H:24]2[OH:29])[C:12]3=[O:30])=[CH:4][CH:3]=1.CC1C([N+]([O-])=O)=C2C(=CC=1)C=[N:37][CH:36]=C2, predict the reaction product.